This data is from Full USPTO retrosynthesis dataset with 1.9M reactions from patents (1976-2016). The task is: Predict the reactants needed to synthesize the given product. (1) Given the product [Cl:1][C:2]1[C:7]([C:8]2[CH:13]=[CH:12][C:11]([C:14]([F:17])([F:15])[F:16])=[CH:10][C:9]=2[Cl:18])=[CH:6][C:5]2[NH:19][C:25]([C:24]([F:28])([F:29])[C:23]([F:30])([F:31])[C:22]([F:33])([F:32])[F:21])=[N:20][C:4]=2[CH:3]=1, predict the reactants needed to synthesize it. The reactants are: [Cl:1][C:2]1[CH:3]=[C:4]([NH2:20])[C:5]([NH2:19])=[CH:6][C:7]=1[C:8]1[CH:13]=[CH:12][C:11]([C:14]([F:17])([F:16])[F:15])=[CH:10][C:9]=1[Cl:18].[F:21][C:22]([F:33])([F:32])[C:23]([F:31])([F:30])[C:24]([F:29])([F:28])[C:25](O)=O.C(=O)([O-])[O-].[Na+].[Na+]. (2) Given the product [N:7]1[C:2]2[NH:1][CH:10]=[CH:9][C:3]=2[C:4](=[O:8])[NH:5][CH:6]=1, predict the reactants needed to synthesize it. The reactants are: [NH2:1][C:2]1[N:7]=[CH:6][NH:5][C:4](=[O:8])[C:3]=1[CH2:9][CH:10](OCC)OCC. (3) Given the product [Br:1][C:2]1[C:3]([N:12]([CH2:10][CH3:11])[CH2:13][CH2:14][C:15]([NH:17][CH3:18])=[O:16])=[N:4][C:5]([Cl:8])=[N:6][CH:7]=1, predict the reactants needed to synthesize it. The reactants are: [Br:1][C:2]1[C:3](Cl)=[N:4][C:5]([Cl:8])=[N:6][CH:7]=1.[CH2:10]([NH:12][CH2:13][CH2:14][C:15]([NH:17][CH3:18])=[O:16])[CH3:11].C(N(CC)CC)C. (4) Given the product [C:19]([OH:24])(=[O:23])[C:20]([OH:22])=[O:21].[CH2:13]1[C:12]2([CH2:16][NH:10][CH2:11]2)[CH2:15][O:14]1, predict the reactants needed to synthesize it. The reactants are: C1(C)C=CC(S([N:10]2[CH2:16][C:12]3([CH2:15][O:14][CH2:13]3)[CH2:11]2)(=O)=O)=CC=1.[Mg].[C:19]([OH:24])(=[O:23])[C:20]([OH:22])=[O:21]. (5) The reactants are: [F:1][CH:2]([F:36])[C:3]1[CH:12]=[C:11]2[C:6]([CH2:7][CH2:8][CH2:9][N:10]2[C:13]2[C:17]3[CH2:18][NH:19][CH2:20][CH2:21][C:16]=3[N:15]([CH2:22][O:23][CH2:24][CH2:25][Si:26]([CH3:29])([CH3:28])[CH3:27])[N:14]=2)=[CH:5][C:4]=1[C:30]1[CH:31]=[N:32][N:33]([CH3:35])[CH:34]=1.C(N(CC)CC)C.[CH3:44][NH:45][C:46](N1C=CN=C1)=[O:47]. Given the product [F:36][CH:2]([F:1])[C:3]1[CH:12]=[C:11]2[C:6]([CH2:7][CH2:8][CH2:9][N:10]2[C:13]2[C:17]3[CH2:18][N:19]([C:46]([NH:45][CH3:44])=[O:47])[CH2:20][CH2:21][C:16]=3[N:15]([CH2:22][O:23][CH2:24][CH2:25][Si:26]([CH3:28])([CH3:29])[CH3:27])[N:14]=2)=[CH:5][C:4]=1[C:30]1[CH:31]=[N:32][N:33]([CH3:35])[CH:34]=1, predict the reactants needed to synthesize it. (6) Given the product [Cl:21][C:22]1[N:23]=[C:24]([Cl:31])[C:25]2[CH:30]=[CH:29][N:28]([C:8]3[CH:9]=[CH:10][C:5]([C:3]([O:2][CH3:1])=[O:4])=[CH:6][CH:7]=3)[C:26]=2[N:27]=1, predict the reactants needed to synthesize it. The reactants are: [CH3:1][O:2][C:3]([C:5]1[CH:10]=[CH:9][C:8](B(O)O)=[CH:7][CH:6]=1)=[O:4].C(N(CC)CC)C.[Cl:21][C:22]1[N:23]=[C:24]([Cl:31])[C:25]2[CH:30]=[CH:29][NH:28][C:26]=2[N:27]=1.C1COCC1. (7) Given the product [C:2]([O:4][CH2:8][C:9]([OH:11])=[O:10])([CH3:5])([CH3:3])[CH3:1], predict the reactants needed to synthesize it. The reactants are: [CH3:1][C:2]([CH3:5])([O-:4])[CH3:3].[Li+].Br[CH2:8][C:9]([OH:11])=[O:10].Cl.